Dataset: Catalyst prediction with 721,799 reactions and 888 catalyst types from USPTO. Task: Predict which catalyst facilitates the given reaction. (1) Reactant: Br[C:2]1[CH:16]=[CH:15][C:5]([O:6][CH2:7][CH2:8][CH2:9][N:10]2[CH2:14][CH2:13][CH2:12][CH2:11]2)=[C:4]([F:17])[CH:3]=1.II.C[O:21][B:22](OC)[O:23]C.Cl. Product: [F:17][C:4]1[CH:3]=[C:2]([B:22]([OH:23])[OH:21])[CH:16]=[CH:15][C:5]=1[O:6][CH2:7][CH2:8][CH2:9][N:10]1[CH2:14][CH2:13][CH2:12][CH2:11]1. The catalyst class is: 1. (2) Reactant: [Cl:1][C:2]1[C:3](=[O:15])[N:4]([C:9]2[CH:14]=[CH:13][CH:12]=[CH:11][N:10]=2)[N:5]=[CH:6][C:7]=1Cl.Cl.[CH:17]1([N:21]2[CH2:27][CH2:26][C:25]3[CH:28]=[C:29]([OH:32])[CH:30]=[CH:31][C:24]=3[CH2:23][CH2:22]2)[CH2:20][CH2:19][CH2:18]1.C(=O)([O-])[O-].[K+].[K+]. Product: [Cl:1][C:2]1[C:3](=[O:15])[N:4]([C:9]2[CH:14]=[CH:13][CH:12]=[CH:11][N:10]=2)[N:5]=[CH:6][C:7]=1[O:32][C:29]1[CH:30]=[CH:31][C:24]2[CH2:23][CH2:22][N:21]([CH:17]3[CH2:18][CH2:19][CH2:20]3)[CH2:27][CH2:26][C:25]=2[CH:28]=1. The catalyst class is: 3.